From a dataset of Forward reaction prediction with 1.9M reactions from USPTO patents (1976-2016). Predict the product of the given reaction. (1) The product is: [CH2:5]1[NH:4][C@@H:3]([CH2:2][OH:1])[CH2:8][N:7]2[CH2:10][CH2:11][NH:12][CH2:13][CH:6]12. Given the reactants [OH:1][CH2:2][CH:3]1[C:8](=O)[N:7]2[CH2:10][CH2:11][NH:12][CH2:13][CH:6]2[C:5](=O)[NH:4]1.B.C1COCC1.Cl, predict the reaction product. (2) The product is: [CH:1]1([C:7]2([CH2:22][O:23][S:41]([CH3:40])(=[O:43])=[O:42])[CH2:13][CH:12]3[N:14]([C:15]([O:17][C:18]([CH3:19])([CH3:20])[CH3:21])=[O:16])[CH:9]([CH2:10][CH2:11]3)[CH2:8]2)[CH2:2][CH2:3][CH2:4][CH2:5][CH2:6]1. Given the reactants [CH:1]1([C:7]2([CH2:22][OH:23])[CH2:13][CH:12]3[N:14]([C:15]([O:17][C:18]([CH3:21])([CH3:20])[CH3:19])=[O:16])[CH:9]([CH2:10][CH2:11]3)[CH2:8]2)[CH2:6][CH2:5][CH2:4][CH2:3][CH2:2]1.C(NC(C)C)(C)C.CN(C1C=CC=CN=1)C.[CH3:40][S:41](Cl)(=[O:43])=[O:42], predict the reaction product. (3) Given the reactants C[Si]([N-][Si](C)(C)C)(C)C.[Na+].[NH2:11][C:12]1[N:16](C(OC(C)(C)C)=O)[N:15]=[C:14]([CH2:24][CH2:25][C:26]2[CH:31]=[C:30]([O:32][CH3:33])[CH:29]=[C:28]([O:34][CH3:35])[CH:27]=2)[CH:13]=1.[F:36][CH:37]1[CH2:42][CH2:41][N:40]([CH2:43][C:44]2[CH:53]=[CH:52][C:47]([C:48](OC)=[O:49])=[CH:46][CH:45]=2)[CH2:39][CH2:38]1, predict the reaction product. The product is: [CH3:33][O:32][C:30]1[CH:31]=[C:26]([CH2:25][CH2:24][C:14]2[CH:13]=[C:12]([NH:11][C:48](=[O:49])[C:47]3[CH:46]=[CH:45][C:44]([CH2:43][N:40]4[CH2:39][CH2:38][CH:37]([F:36])[CH2:42][CH2:41]4)=[CH:53][CH:52]=3)[NH:16][N:15]=2)[CH:27]=[C:28]([O:34][CH3:35])[CH:29]=1. (4) Given the reactants [CH2:1]([O:8][C:9]1[C:10]([Cl:21])=[CH:11][C:12]([Cl:20])=[C:13]2[C:18]=1[N:17]=[C:16]([CH3:19])[CH:15]=[N:14]2)[C:2]1[CH:7]=[CH:6][CH:5]=[CH:4][CH:3]=1.[O:22]1CCOCC1, predict the reaction product. The product is: [CH2:1]([O:8][C:9]1[C:10]([Cl:21])=[CH:11][C:12]([Cl:20])=[C:13]2[C:18]=1[N:17]=[C:16]([CH:19]=[O:22])[CH:15]=[N:14]2)[C:2]1[CH:3]=[CH:4][CH:5]=[CH:6][CH:7]=1.